From a dataset of Catalyst prediction with 721,799 reactions and 888 catalyst types from USPTO. Predict which catalyst facilitates the given reaction. (1) Reactant: [Cl:1][C:2]1[CH:7]=[CH:6][CH:5]=[C:4]([CH3:8])[C:3]=1[NH:9][C:10]1[NH:11][C:12]2[C:18]3[CH2:19][C:20]([CH3:23])([CH3:22])[O:21][C:17]=3[C:16]([C:24]([OH:26])=O)=[CH:15][C:13]=2[N:14]=1.CCOC(C(C#N)=NOC(N1CCOCC1)=[N+](C)C)=O.F[P-](F)(F)(F)(F)F.CCN(C(C)C)C(C)C.[NH2:63][C:64]1[CH:69]=[CH:68][C:67]([C:70]([F:73])([F:72])[F:71])=[CH:66][N+:65]=1[O-]. Product: [Cl:1][C:2]1[CH:7]=[CH:6][CH:5]=[C:4]([CH3:8])[C:3]=1[NH:9][C:10]1[NH:11][C:12]2[C:18]3[CH2:19][C:20]([CH3:23])([CH3:22])[O:21][C:17]=3[C:16]([C:24]([NH:63][C:64]3[CH:69]=[CH:68][C:67]([C:70]([F:72])([F:71])[F:73])=[CH:66][N:65]=3)=[O:26])=[CH:15][C:13]=2[N:14]=1. The catalyst class is: 770. (2) The catalyst class is: 429. Product: [ClH:40].[ClH:40].[C:1]1([N:7]([CH2:30][CH2:31][CH2:32][C:33]([O:35][CH3:36])=[O:34])[C:8]([C:10]2[CH:29]=[CH:28][C:13]3[N:14]([CH3:27])[C:15]([CH2:17][CH2:18][C:19]4[CH:20]=[CH:21][C:22]([C:25](=[NH:26])[NH2:47])=[CH:23][CH:24]=4)=[N:16][C:12]=3[CH:11]=2)=[O:9])[CH:6]=[CH:5][CH:4]=[CH:3][CH:2]=1. Reactant: [C:1]1([N:7]([CH2:30][CH2:31][CH2:32][C:33]([O:35][C:36](C)(C)C)=[O:34])[C:8]([C:10]2[CH:29]=[CH:28][C:13]3[N:14]([CH3:27])[C:15]([CH2:17][CH2:18][C:19]4[CH:24]=[CH:23][C:22]([C:25]#[N:26])=[CH:21][CH:20]=4)=[N:16][C:12]=3[CH:11]=2)=[O:9])[CH:6]=[CH:5][CH:4]=[CH:3][CH:2]=1.[ClH:40].CO.C(=O)([O-])[O-].[NH4+:47].[NH4+]. (3) Reactant: [CH2:1]([SH:13])[CH2:2][CH2:3][CH2:4][CH2:5][CH2:6][CH2:7][CH2:8][CH2:9][CH2:10][CH2:11][CH3:12].[H-].[Na+].Cl[C:17]1[N:22]=[C:21]([NH:23][C:24]2[CH:29]=[CH:28][C:27]([O:30][CH:31]([CH3:33])[CH3:32])=[C:26]([F:34])[CH:25]=2)[N:20]([CH2:35][C:36]2[CH:41]=[CH:40][C:39]([Cl:42])=[CH:38][CH:37]=2)[C:19](=[O:43])[N:18]=1.[Cl-].[NH4+]. Product: [Cl:42][C:39]1[CH:38]=[CH:37][C:36]([CH2:35][N:20]2[C:21]([NH:23][C:24]3[CH:29]=[CH:28][C:27]([O:30][CH:31]([CH3:33])[CH3:32])=[C:26]([F:34])[CH:25]=3)=[N:22][C:17]([S:13][CH2:1][CH2:2][CH2:3][CH2:4][CH2:5][CH2:6][CH2:7][CH2:8][CH2:9][CH2:10][CH2:11][CH3:12])=[N:18][C:19]2=[O:43])=[CH:41][CH:40]=1. The catalyst class is: 1. (4) Reactant: [CH3:16][C:11]1([CH3:17])[C:12]([CH3:15])([CH3:14])[O:13][B:9]([B:9]2[O:13][C:12]([CH3:15])([CH3:14])[C:11]([CH3:17])([CH3:16])[O:10]2)[O:10]1.C([O-])(=O)C.[K+].FC(F)(F)S(O[C:30]1[CH2:31][CH2:32][CH2:33][N:34]([C:36]([O:38][C:39]([CH3:42])([CH3:41])[CH3:40])=[O:37])[CH:35]=1)(=O)=O. Product: [CH3:15][C:12]1([CH3:14])[C:11]([CH3:16])([CH3:17])[O:10][B:9]([C:32]2[CH2:31][CH2:30][CH2:35][N:34]([C:36]([O:38][C:39]([CH3:42])([CH3:41])[CH3:40])=[O:37])[CH:33]=2)[O:13]1. The catalyst class is: 368. (5) Reactant: [Br:1][C:2]1[CH:7]=[CH:6][N:5]=[C:4]([NH2:8])[CH:3]=1.[I:9]N1C(=O)CCC1=O. The catalyst class is: 479. Product: [Br:1][C:2]1[C:7]([I:9])=[CH:6][N:5]=[C:4]([NH2:8])[CH:3]=1. (6) Reactant: [CH3:1][C:2]1[C:6]([C:7]2[CH:13]=[C:12]([C:14]3[C:15]([CH3:20])=[N:16][O:17][C:18]=3[CH3:19])[CH:11]=[C:10]([N+:21]([O-])=O)[C:8]=2[NH2:9])=[C:5]([CH3:24])[O:4][N:3]=1. Product: [CH3:1][C:2]1[C:6]([C:7]2[CH:13]=[C:12]([C:14]3[C:15]([CH3:20])=[N:16][O:17][C:18]=3[CH3:19])[CH:11]=[C:10]([NH2:21])[C:8]=2[NH2:9])=[C:5]([CH3:24])[O:4][N:3]=1. The catalyst class is: 43. (7) Reactant: [C:1]([C:3]1[CH:4]=[C:5]([C:10]2[O:14][N:13]=[C:12]([C:15]3[CH:32]=[CH:31][C:18]4[CH2:19][CH2:20][N:21]([C:24]([O:26][C:27]([CH3:30])([CH3:29])[CH3:28])=[O:25])[CH2:22][CH2:23][C:17]=4[CH:16]=3)[N:11]=2)[CH:6]=[CH:7][C:8]=1[OH:9])#[N:2].C(=O)([O-])[O-].[K+].[K+].FC(F)(F)S(O[CH2:45][C:46]([F:49])([F:48])[F:47])(=O)=O. Product: [C:1]([C:3]1[CH:4]=[C:5]([C:10]2[O:14][N:13]=[C:12]([C:15]3[CH:32]=[CH:31][C:18]4[CH2:19][CH2:20][N:21]([C:24]([O:26][C:27]([CH3:28])([CH3:29])[CH3:30])=[O:25])[CH2:22][CH2:23][C:17]=4[CH:16]=3)[N:11]=2)[CH:6]=[CH:7][C:8]=1[O:9][CH2:45][C:46]([F:49])([F:48])[F:47])#[N:2]. The catalyst class is: 3.